Dataset: NCI-60 drug combinations with 297,098 pairs across 59 cell lines. Task: Regression. Given two drug SMILES strings and cell line genomic features, predict the synergy score measuring deviation from expected non-interaction effect. (1) Drug 1: C1CC(=O)NC(=O)C1N2CC3=C(C2=O)C=CC=C3N. Drug 2: C(CN)CNCCSP(=O)(O)O. Cell line: RPMI-8226. Synergy scores: CSS=23.5, Synergy_ZIP=9.62, Synergy_Bliss=12.8, Synergy_Loewe=14.2, Synergy_HSA=14.9. (2) Drug 1: C1C(C(OC1N2C=NC3=C2NC=NCC3O)CO)O. Drug 2: CC12CCC3C(C1CCC2OP(=O)(O)O)CCC4=C3C=CC(=C4)OC(=O)N(CCCl)CCCl.[Na+]. Cell line: SF-268. Synergy scores: CSS=28.4, Synergy_ZIP=-3.82, Synergy_Bliss=3.33, Synergy_Loewe=1.47, Synergy_HSA=1.92. (3) Drug 2: CC(C)(C#N)C1=CC(=CC(=C1)CN2C=NC=N2)C(C)(C)C#N. Synergy scores: CSS=-1.09, Synergy_ZIP=2.72, Synergy_Bliss=4.55, Synergy_Loewe=0.224, Synergy_HSA=0.732. Drug 1: C(=O)(N)NO. Cell line: U251. (4) Drug 1: C1C(C(OC1N2C=NC3=C(N=C(N=C32)Cl)N)CO)O. Drug 2: CC(C)NC(=O)C1=CC=C(C=C1)CNNC.Cl. Cell line: HT29. Synergy scores: CSS=19.3, Synergy_ZIP=-4.89, Synergy_Bliss=-1.29, Synergy_Loewe=-16.9, Synergy_HSA=-2.67. (5) Cell line: TK-10. Drug 2: CC12CCC3C(C1CCC2O)C(CC4=C3C=CC(=C4)O)CCCCCCCCCS(=O)CCCC(C(F)(F)F)(F)F. Synergy scores: CSS=7.84, Synergy_ZIP=-9.68, Synergy_Bliss=-6.14, Synergy_Loewe=-6.30, Synergy_HSA=-4.79. Drug 1: C1=NC2=C(N1)C(=S)N=C(N2)N.